This data is from Reaction yield outcomes from USPTO patents with 853,638 reactions. The task is: Predict the reaction yield, written as a fraction of the theoretical maximum amount of product (1.0 means a 100% yield; for example, 0.34 means a 34% yield). (1) The reactants are [OH:1][C:2]1[C:7]2[CH:8]=[C:9]([CH3:11])[O:10][C:6]=2[CH:5]=[C:4]([C:12]([O:14]CC)=O)[CH:3]=1.[F:17][C:18]1[CH:28]=[C:27](F)[CH:26]=[CH:25][C:19]=1[C:20]([N:22]([CH3:24])[CH3:23])=[O:21].[CH3:30][N:31]1[CH:35]=[CH:34][C:33]([NH2:36])=[N:32]1. No catalyst specified. The product is [CH3:23][N:22]([CH3:24])[C:20]([C:19]1[CH:25]=[CH:26][C:27]([O:1][C:2]2[C:7]3[CH:8]=[C:9]([CH3:11])[O:10][C:6]=3[CH:5]=[C:4]([C:12]([NH:36][C:33]3[CH:34]=[CH:35][N:31]([CH3:30])[N:32]=3)=[O:14])[CH:3]=2)=[CH:28][C:18]=1[F:17])=[O:21]. The yield is 0.0100. (2) The reactants are Cl[C:2]1[N:7]=[C:6]([NH:8][C:9]([C:11]2([C:14]3[CH:15]=[CH:16][C:17]4[O:21][CH2:20][CH2:19][C:18]=4[CH:22]=3)[CH2:13][CH2:12]2)=[O:10])[CH:5]=[CH:4][C:3]=1[CH3:23].[CH3:24][O:25][C:26]1[CH:31]=[C:30](B(O)O)[CH:29]=[CH:28][N:27]=1.C(=O)([O-])[O-].[Na+].[Na+]. The catalyst is COCCOC.C(OCC)(=O)C.C1C=CC([P]([Pd]([P](C2C=CC=CC=2)(C2C=CC=CC=2)C2C=CC=CC=2)([P](C2C=CC=CC=2)(C2C=CC=CC=2)C2C=CC=CC=2)[P](C2C=CC=CC=2)(C2C=CC=CC=2)C2C=CC=CC=2)(C2C=CC=CC=2)C2C=CC=CC=2)=CC=1. The product is [O:21]1[C:17]2[CH:16]=[CH:15][C:14]([C:11]3([C:9]([NH:8][C:6]4[N:7]=[C:2]([C:30]5[CH:29]=[CH:28][N:27]=[C:26]([O:25][CH3:24])[CH:31]=5)[C:3]([CH3:23])=[CH:4][CH:5]=4)=[O:10])[CH2:13][CH2:12]3)=[CH:22][C:18]=2[CH2:19][CH2:20]1. The yield is 0.340. (3) The reactants are Cl[C:2]1[CH:3]=[C:4]([N:19]([CH2:26][C:27]2[CH:32]=[CH:31][C:30]([O:33][CH3:34])=[CH:29][CH:28]=2)[C:20]2[CH:25]=[CH:24][CH:23]=[CH:22][CH:21]=2)[C:5]2[N:6]([C:8]([CH:11]=[CH:12][C:13]3[CH:18]=[CH:17][N:16]=[CH:15][CH:14]=3)=[CH:9][N:10]=2)[N:7]=1.C(N1CCCC(NC2C=C(N(CC3C=CC(OC)=CC=3)C3C=CC=CC=3)C3N(C(C#N)=CN=3)N=2)C1)C1C=CC=CC=1.CC(C)([O-])C.[Na+].[C@H:82]1([NH2:89])[CH2:87][CH2:86][C@H:85]([NH2:88])[CH2:84][CH2:83]1. The catalyst is CC(O)=O.CC(P(C(C)(C)C)C1C(C2[C-]=CC=CC=2)=CC=CC=1)(C)C.[Pd].C1(C)C=CC=CC=1. The product is [NH2:88][C@H:85]1[CH2:86][CH2:87][C@H:82]([NH:89][C:2]2[CH:3]=[C:4]([N:19]([CH2:26][C:27]3[CH:32]=[CH:31][C:30]([O:33][CH3:34])=[CH:29][CH:28]=3)[C:20]3[CH:25]=[CH:24][CH:23]=[CH:22][CH:21]=3)[C:5]3[N:6]([C:8]([CH:11]=[CH:12][C:13]4[CH:18]=[CH:17][N:16]=[CH:15][CH:14]=4)=[CH:9][N:10]=3)[N:7]=2)[CH2:83][CH2:84]1. The yield is 0.380. (4) The reactants are [CH3:1][O:2][C:3]1[C:12]2[N:11]=[C:10]([NH2:13])[N:9]3[CH2:14][CH2:15][N:16]=[C:8]3[C:7]=2[CH:6]=[CH:5][C:4]=1[O:17][CH2:18][CH2:19][CH2:20][N:21]1[CH2:26][CH2:25][O:24][CH2:23][CH2:22]1.[N:27]1([CH2:32][CH2:33][C:34]2[CH:42]=[CH:41][C:37]([C:38](O)=[O:39])=[CH:36][N:35]=2)[CH2:31][CH2:30][CH2:29][CH2:28]1.C1CN([P+](ON2N=NC3C=CC=CC2=3)(N2CCCC2)N2CCCC2)CC1.F[P-](F)(F)(F)(F)F.C(N(C(C)C)CC)(C)C. The catalyst is CN(C=O)C. The product is [CH3:1][O:2][C:3]1[C:12]2[N:11]=[C:10]([NH:13][C:38](=[O:39])[C:37]3[CH:41]=[CH:42][C:34]([CH2:33][CH2:32][N:27]4[CH2:31][CH2:30][CH2:29][CH2:28]4)=[N:35][CH:36]=3)[N:9]3[CH2:14][CH2:15][N:16]=[C:8]3[C:7]=2[CH:6]=[CH:5][C:4]=1[O:17][CH2:18][CH2:19][CH2:20][N:21]1[CH2:22][CH2:23][O:24][CH2:25][CH2:26]1. The yield is 0.690. (5) The reactants are [CH:1]([O:4][C:5]1[C:22]([O:23][CH3:24])=[CH:21][C:8]2[O:9][CH2:10][C:11]3[N:12]([CH:13]=[N:14][C:15]=3[C:16]([O:18][CH2:19][CH3:20])=[O:17])[C:7]=2[CH:6]=1)([CH3:3])[CH3:2].C1C(=O)N([Br:32])C(=O)C1.C([O-])(O)=O.[Na+]. The catalyst is CC#N. The product is [Br:32][C:13]1[N:12]2[C:7]3[CH:6]=[C:5]([O:4][CH:1]([CH3:3])[CH3:2])[C:22]([O:23][CH3:24])=[CH:21][C:8]=3[O:9][CH2:10][C:11]2=[C:15]([C:16]([O:18][CH2:19][CH3:20])=[O:17])[N:14]=1. The yield is 0.820.